Dataset: Full USPTO retrosynthesis dataset with 1.9M reactions from patents (1976-2016). Task: Predict the reactants needed to synthesize the given product. (1) Given the product [F:16][C:13]1[CH:14]=[CH:15][C:10]([N:7]2[CH:8]=[CH:9][C:5]([CH2:4][CH2:3][N:2]([CH3:1])[C:23](=[O:25])[C:22]3[CH:26]=[C:18]([CH3:17])[CH:19]=[CH:20][C:21]=3[N:27]3[N:31]=[CH:30][CH:29]=[N:28]3)=[N:6]2)=[N:11][CH:12]=1, predict the reactants needed to synthesize it. The reactants are: [CH3:1][NH:2][CH2:3][CH2:4][C:5]1[CH:9]=[CH:8][N:7]([C:10]2[CH:15]=[CH:14][C:13]([F:16])=[CH:12][N:11]=2)[N:6]=1.[CH3:17][C:18]1[CH:19]=[CH:20][C:21]([N:27]2[N:31]=[CH:30][CH:29]=[N:28]2)=[C:22]([CH:26]=1)[C:23]([OH:25])=O. (2) Given the product [CH3:29][O:28][C:25]1[CH:24]=[CH:23][C:22]([C:21]2[C:14]3[C:13]([NH:12][C:8]4[CH:7]=[C:6]([CH:11]=[CH:10][CH:9]=4)[O:5][CH2:4][C:3]([OH:38])=[O:2])=[N:18][CH:17]=[N:16][C:15]=3[O:19][C:20]=2[C:30]2[CH:31]=[CH:32][C:33]([O:36][CH3:37])=[CH:34][CH:35]=2)=[CH:27][CH:26]=1, predict the reactants needed to synthesize it. The reactants are: C[O:2][C:3](=[O:38])[CH2:4][O:5][C:6]1[CH:11]=[CH:10][CH:9]=[C:8]([NH:12][C:13]2[C:14]3[C:21]([C:22]4[CH:27]=[CH:26][C:25]([O:28][CH3:29])=[CH:24][CH:23]=4)=[C:20]([C:30]4[CH:35]=[CH:34][C:33]([O:36][CH3:37])=[CH:32][CH:31]=4)[O:19][C:15]=3[N:16]=[CH:17][N:18]=2)[CH:7]=1.[OH-].[Na+]. (3) Given the product [C:25]1([N:31]2[C:5]([C:7]3[C:12](=[O:13])[CH:11]=[CH:10][N:9]([C:14]4[CH:19]=[CH:18][C:17]([C:20]([F:22])([F:21])[F:23])=[CH:16][CH:15]=4)[N:8]=3)=[CH:4][CH:3]=[N:32]2)[CH:30]=[CH:29][CH:28]=[CH:27][CH:26]=1, predict the reactants needed to synthesize it. The reactants are: CN(C)[CH:3]=[CH:4][C:5]([C:7]1[C:12](=[O:13])[CH:11]=[CH:10][N:9]([C:14]2[CH:19]=[CH:18][C:17]([C:20]([F:23])([F:22])[F:21])=[CH:16][CH:15]=2)[N:8]=1)=O.[C:25]1([NH:31][NH2:32])[CH:30]=[CH:29][CH:28]=[CH:27][CH:26]=1. (4) Given the product [ClH:1].[Cl:1][C:2]1[CH:3]=[C:4]([CH:29]=[CH:30][CH:31]=1)[CH2:5][NH:6][C:7]1[CH:8]=[C:9]([N:16]2[CH2:21][CH2:20][NH:19][CH2:18][CH2:17]2)[CH:10]=[CH:11][C:12]=1[N+:13]([O-:15])=[O:14], predict the reactants needed to synthesize it. The reactants are: [Cl:1][C:2]1[CH:3]=[C:4]([CH:29]=[CH:30][CH:31]=1)[CH2:5][NH:6][C:7]1[CH:8]=[C:9]([N:16]2[CH2:21][CH2:20][N:19](C(OC(C)(C)C)=O)[CH2:18][CH2:17]2)[CH:10]=[CH:11][C:12]=1[N+:13]([O-:15])=[O:14].Cl. (5) Given the product [Br:9][C:5]1[C:6]([Cl:8])=[CH:7][C:2]2[N:1]=[C:36]([CH3:37])[O:10][C:3]=2[CH:4]=1, predict the reactants needed to synthesize it. The reactants are: [NH2:1][C:2]1[CH:7]=[C:6]([Cl:8])[C:5]([Br:9])=[CH:4][C:3]=1[OH:10].[Yb+3].FC(F)(F)S([O-])(=O)=O.FC(F)(F)S([O-])(=O)=O.FC(F)(F)S([O-])(=O)=O.[C:36](OC)(OC)(OC)[CH3:37]. (6) Given the product [Br:47][C:42]1[CH:43]=[C:44]2[C:39](=[CH:40][CH:41]=1)[CH:38]=[C:37]([C:15]1[CH:14]=[CH:13][C:12]3=[C:22]4[C:16]=1[CH:17]=[CH:18][CH:19]=[C:20]4[C:21]1[C:7]([C:1]4[CH:2]=[CH:3][CH:4]=[CH:5][CH:6]=4)=[C:8]4[CH:35]=[CH:34][CH:33]=[CH:32][C:9]4=[C:10]([C:26]4[CH:31]=[CH:30][CH:29]=[CH:28][CH:27]=4)[C:11]=13)[CH:46]=[CH:45]2, predict the reactants needed to synthesize it. The reactants are: [C:1]1([C:7]2[C:21]3[C:20]4[C:22]5[C:16]([CH:17]=[CH:18][CH:19]=4)=[C:15](B(O)O)[CH:14]=[CH:13][C:12]=5[C:11]=3[C:10]([C:26]3[CH:31]=[CH:30][CH:29]=[CH:28][CH:27]=3)=[C:9]3[CH:32]=[CH:33][CH:34]=[CH:35][C:8]=23)[CH:6]=[CH:5][CH:4]=[CH:3][CH:2]=1.Br[C:37]1[CH:46]=[CH:45][C:44]2[C:39](=[CH:40][CH:41]=[C:42]([Br:47])[CH:43]=2)[CH:38]=1. (7) Given the product [F:9][C:10]1[CH:11]=[CH:12][C:13]([O:28][CH3:29])=[C:14]([C:16]([CH3:27])([CH3:26])[CH2:17][C:18]([C:21]([F:24])([F:23])[F:22])([OH:25])[CH:19]([OH:20])[CH3:5])[CH:15]=1, predict the reactants needed to synthesize it. The reactants are: C[Mg]Cl.O1CCC[CH2:5]1.[F:9][C:10]1[CH:11]=[CH:12][C:13]([O:28][CH3:29])=[C:14]([C:16]([CH3:27])([CH3:26])[CH2:17][C:18]([OH:25])([C:21]([F:24])([F:23])[F:22])[CH:19]=[O:20])[CH:15]=1.[Cl-].[NH4+].